Dataset: Tyrosyl-DNA phosphodiesterase HTS with 341,365 compounds. Task: Binary Classification. Given a drug SMILES string, predict its activity (active/inactive) in a high-throughput screening assay against a specified biological target. (1) The compound is s1c2c(COc3c2c(ccc3)C)cc1C(=O)NCCc1c(OC)cc(OC)cc1. The result is 0 (inactive). (2) The compound is O=C1N(CC(=O)N2CCCCC2)C(=O)NC1(c1ccccc1)c1ccccc1. The result is 0 (inactive). (3) The drug is S(CC(=O)NC1CCCC1)c1nc(nc2c1oc1c2cccc1)CC. The result is 0 (inactive). (4) The molecule is S(CC(=O)N1CCN(CC1)c1cc(ccc1)C(F)(F)F)CC(=O)Nc1ccc(OC)cc1. The result is 0 (inactive). (5) The compound is S(CCC(NC(=O)c1occc1)C(=O)N1CCN(CC1)c1c(O)cccc1)C. The result is 0 (inactive). (6) The molecule is S(=O)(=O)(N1CCCCC1)c1cc2c(oc(c2C)C(=O)Nc2c(cc(cc2)C)C)cc1. The result is 0 (inactive).